Predict the reactants needed to synthesize the given product. From a dataset of Full USPTO retrosynthesis dataset with 1.9M reactions from patents (1976-2016). (1) Given the product [CH:28]([NH:31][C:32](=[O:50])[CH2:33][O:34][C:35]1[CH:40]=[C:39]([C:16]2[N:15]=[C:14]([NH:13][C:11]3[CH:10]=[N:9][N:8]([C:6]([O:5][C:1]([CH3:2])([CH3:3])[CH3:4])=[O:7])[CH:12]=3)[CH:19]=[CH:18][N:17]=2)[CH:38]=[CH:37][CH:36]=1)([CH3:30])[CH3:29], predict the reactants needed to synthesize it. The reactants are: [C:1]([O:5][C:6]([N:8]1[CH:12]=[C:11]([N:13](C(OC(C)(C)C)=O)[C:14]2[CH:19]=[CH:18][N:17]=[C:16](Cl)[N:15]=2)[CH:10]=[N:9]1)=[O:7])([CH3:4])([CH3:3])[CH3:2].[CH:28]([NH:31][C:32](=[O:50])[CH2:33][O:34][C:35]1[CH:40]=[CH:39][CH:38]=[C:37](B2OC(C)(C)C(C)(C)O2)[CH:36]=1)([CH3:30])[CH3:29].C([O-])([O-])=O.[Na+].[Na+].CC(OC(OC(OC(C)(C)C)=O)=O)(C)C. (2) Given the product [C:13]([C:12]1[C:2]([N:22]2[CH2:21][CH:20]3[CH2:16][N:17]([C:24]([O:26][C:27]([CH3:30])([CH3:29])[CH3:28])=[O:25])[CH2:18][CH:19]3[CH2:23]2)=[N:3][C:4]([CH3:15])=[C:5]([C:6]([O:8][CH2:9][CH3:10])=[O:7])[CH:11]=1)#[N:14], predict the reactants needed to synthesize it. The reactants are: Cl[C:2]1[C:12]([C:13]#[N:14])=[CH:11][C:5]([C:6]([O:8][CH2:9][CH3:10])=[O:7])=[C:4]([CH3:15])[N:3]=1.[CH2:16]1[CH:20]2[CH2:21][NH:22][CH2:23][CH:19]2[CH2:18][N:17]1[C:24]([O:26][C:27]([CH3:30])([CH3:29])[CH3:28])=[O:25].C(N(CC)CC)C. (3) Given the product [F:1][C:2]1[CH:7]=[C:6]([C:20]2[CH:21]=[CH:22][C:17]([CH:14]([CH3:16])[CH3:15])=[CH:18][CH:19]=2)[CH:5]=[CH:4][C:3]=1[NH:9][S:10]([CH3:13])(=[O:12])=[O:11], predict the reactants needed to synthesize it. The reactants are: [F:1][C:2]1[CH:7]=[C:6](I)[CH:5]=[CH:4][C:3]=1[NH:9][S:10]([CH3:13])(=[O:12])=[O:11].[CH:14]([C:17]1[CH:22]=[CH:21][C:20](B(O)O)=[CH:19][CH:18]=1)([CH3:16])[CH3:15].C(=O)([O-])[O-].[Cs+].[Cs+]. (4) Given the product [CH:1]([O:4][C:5]1[CH:24]=[CH:23][C:8]([O:9][C:10]2[S:11][C:12]([C:15]3[S:19][C:18]([CH:20]([N:29]4[C:25](=[O:35])[C:26]5[C:27](=[CH:31][CH:32]=[CH:33][CH:34]=5)[C:28]4=[O:30])[CH3:21])=[CH:17][CH:16]=3)=[CH:13][N:14]=2)=[CH:7][CH:6]=1)([CH3:3])[CH3:2], predict the reactants needed to synthesize it. The reactants are: [CH:1]([O:4][C:5]1[CH:24]=[CH:23][C:8]([O:9][C:10]2[S:11][C:12]([C:15]3[S:19][C:18]([CH:20](O)[CH3:21])=[CH:17][CH:16]=3)=[CH:13][N:14]=2)=[CH:7][CH:6]=1)([CH3:3])[CH3:2].[C:25]1(=[O:35])[NH:29][C:28](=[O:30])[C:27]2=[CH:31][CH:32]=[CH:33][CH:34]=[C:26]12.C1(P(C2C=CC=CC=2)C2C=CC=CC=2)C=CC=CC=1.N(C(OCC)=O)=NC(OCC)=O. (5) Given the product [Cl:1][C:2]1[CH:7]=[C:6]([NH:10][NH2:11])[N:5]=[C:4]([CH3:9])[N:3]=1, predict the reactants needed to synthesize it. The reactants are: [Cl:1][C:2]1[CH:7]=[C:6](Cl)[N:5]=[C:4]([CH3:9])[N:3]=1.[NH2:10][NH2:11].C(=O)([O-])[O-].[K+].[K+].